From a dataset of Reaction yield outcomes from USPTO patents with 853,638 reactions. Predict the reaction yield, written as a fraction of the theoretical maximum amount of product (1.0 means a 100% yield; for example, 0.34 means a 34% yield). (1) The reactants are [CH3:1][C:2]1[CH:14]=[CH:13][C:5]2[NH:6]C(=O)[NH:8][S:9](=[O:11])(=[O:10])[C:4]=2[CH:3]=1.[OH-].[Na+]. The catalyst is OS(O)(=O)=O. The product is [NH2:6][C:5]1[CH:13]=[CH:14][C:2]([CH3:1])=[CH:3][C:4]=1[S:9]([NH2:8])(=[O:10])=[O:11]. The yield is 0.850. (2) The yield is 0.100. The product is [CH3:1][O:2][C:3]([C:5]1[CH:6]=[C:7]2[C:12](=[CH:13][CH:14]=1)[N:11]=[N:10][CH:9]=[CH:8]2)=[O:4]. The reactants are [CH3:1][O:2][C:3]([C:5]1[CH:6]=[C:7]2[C:12](=[CH:13][CH:14]=1)[N:11]=[N:10][CH:9]=[C:8]2Cl)=[O:4].C([O-])=O.[Na+].C(N(CC)C(C)C)(C)C.O. The catalyst is CS(C)=O.C1C=CC([P]([Pd]([P](C2C=CC=CC=2)(C2C=CC=CC=2)C2C=CC=CC=2)([P](C2C=CC=CC=2)(C2C=CC=CC=2)C2C=CC=CC=2)[P](C2C=CC=CC=2)(C2C=CC=CC=2)C2C=CC=CC=2)(C2C=CC=CC=2)C2C=CC=CC=2)=CC=1. (3) The reactants are CS(Cl)(=O)=O.[Cl:6][C:7]1[C:15]2[N:14]=[C:13]([NH:16][C:17]3[C:18]([CH3:26])=[N:19][C:20]([O:24][CH3:25])=[N:21][C:22]=3[CH3:23])[N:12]([CH2:27][CH2:28][CH2:29]O)[C:11]=2[C:10]([C:31]([O:33][CH3:34])=[O:32])=[CH:9][CH:8]=1.S([O-])(=O)(=O)C.C(=O)([O-])[O-].[K+].[K+]. The catalyst is O1CCCC1.CN(C)C=O.[Cl-].[NH4+].C(N(CC)CC)C. The product is [Cl:6][C:7]1[CH:8]=[CH:9][C:10]([C:31]([O:33][CH3:34])=[O:32])=[C:11]2[C:15]=1[N:14]=[C:13]1[N:16]([C:17]3[C:22]([CH3:23])=[N:21][C:20]([O:24][CH3:25])=[N:19][C:18]=3[CH3:26])[CH2:29][CH2:28][CH2:27][N:12]21. The yield is 0.760. (4) The reactants are [F:1][C:2]([F:17])([F:16])[S:3]([C:6]1[CH:11]=[CH:10][C:9](/[CH:12]=[CH:13]/[CH:14]=[O:15])=[CH:8][CH:7]=1)(=[O:5])=[O:4].I[C:19]1[CH:24]=[CH:23][CH:22]=[CH:21][CH:20]=1.C([O-])(=O)C.[Na+].C(=O)([O-])O.[Na+]. The catalyst is [Br-].C([N+](CCCC)(CCCC)CCCC)CCC.CN(C=O)C.C([O-])(=O)C.[Pd+2].C([O-])(=O)C. The product is [C:19]1(/[C:12](/[C:9]2[CH:8]=[CH:7][C:6]([S:3]([C:2]([F:16])([F:1])[F:17])(=[O:4])=[O:5])=[CH:11][CH:10]=2)=[CH:13]\[CH:14]=[O:15])[CH:24]=[CH:23][CH:22]=[CH:21][CH:20]=1. The yield is 0.750. (5) The catalyst is [Zn].O. The product is [CH3:1][O:2][C:3](=[O:26])[C@H:4]([CH2:16][C:17]1[CH:22]=[CH:21][C:20]([NH2:23])=[CH:19][CH:18]=1)[NH:5][C:6]([C:8]1[C:13]([CH3:14])=[CH:12][CH:11]=[CH:10][C:9]=1[Cl:15])=[S:7]. The yield is 0.920. The reactants are [CH3:1][O:2][C:3](=[O:26])[C@H:4]([CH2:16][C:17]1[CH:22]=[CH:21][C:20]([N+:23]([O-])=O)=[CH:19][CH:18]=1)[NH:5][C:6]([C:8]1[C:13]([CH3:14])=[CH:12][CH:11]=[CH:10][C:9]=1[Cl:15])=[S:7].[Cl-].[NH4+].CO. (6) The reactants are [C:1]1([NH:7]N)[CH:6]=[CH:5][CH:4]=[CH:3][CH:2]=1.[CH3:9][N:10]1[CH2:15][CH2:14][C:13](=O)[CH2:12][CH2:11]1.S(=O)(=O)(O)O.C(=O)(O)[O-].[Na+].[OH-].[Na+]. The catalyst is O1CCOCC1. The yield is 0.930. The product is [CH3:9][N:10]1[CH2:15][CH2:14][C:13]2[NH:7][C:1]3[CH:6]=[CH:5][CH:4]=[CH:3][C:2]=3[C:12]=2[CH2:11]1.